From a dataset of Full USPTO retrosynthesis dataset with 1.9M reactions from patents (1976-2016). Predict the reactants needed to synthesize the given product. (1) Given the product [Cl:1][C:2]1[CH:3]=[C:4]2[C:8](=[CH:9][CH:10]=1)[NH:7][CH:6]=[C:5]2[CH2:11][CH2:12][NH:13][C:14]([C:15]1[CH:20]=[CH:19][C:18]([C:24]2[CH:25]=[CH:26][CH:27]=[CH:28][C:23]=2[CH3:32])=[CH:17][CH:16]=1)=[O:22], predict the reactants needed to synthesize it. The reactants are: [Cl:1][C:2]1[CH:3]=[C:4]2[C:8](=[CH:9][CH:10]=1)[NH:7][CH:6]=[C:5]2[CH2:11][CH2:12][NH:13][C:14](=[O:22])[C:15]1[CH:20]=[CH:19][C:18](I)=[CH:17][CH:16]=1.[C:23]1([CH3:32])[CH:28]=[CH:27][CH:26]=[CH:25][C:24]=1B(O)O.C(=O)([O-])[O-].[Na+].[Na+]. (2) The reactants are: [Br:1][C:2]1[CH:3]=[N:4][N:5]2[C:10](Cl)=[CH:9][C:8]([C:12]3[CH:17]=[CH:16][CH:15]=[CH:14][C:13]=3[Cl:18])=[N:7][C:6]=12.[C:19]([O:23][C:24]([N:26]1[CH2:31][CH2:30][CH:29]([CH2:32][NH2:33])[CH2:28][CH2:27]1)=[O:25])([CH3:22])([CH3:21])[CH3:20].C(N(C(C)C)CC)(C)C. Given the product [C:19]([O:23][C:24]([N:26]1[CH2:31][CH2:30][CH:29]([CH2:32][NH:33][C:10]2[N:5]3[N:4]=[CH:3][C:2]([Br:1])=[C:6]3[N:7]=[C:8]([C:12]3[CH:17]=[CH:16][CH:15]=[CH:14][C:13]=3[Cl:18])[CH:9]=2)[CH2:28][CH2:27]1)=[O:25])([CH3:22])([CH3:21])[CH3:20], predict the reactants needed to synthesize it. (3) Given the product [O:13]=[C:12]1[CH:11]=[CH:10][N:9]([C:14]2[CH:19]=[CH:18][C:17]([O:20][C:21]([F:24])([F:23])[F:22])=[CH:16][CH:15]=2)[N:8]=[C:7]1[C:5]1[N:26]([C:28]2[CH:35]=[CH:34][C:31]([C:32]#[N:33])=[CH:30][CH:29]=2)[N:2]=[CH:3][CH:4]=1, predict the reactants needed to synthesize it. The reactants are: C[N:2](C)/[CH:3]=[CH:4]/[C:5]([C:7]1[C:12](=[O:13])[CH:11]=[CH:10][N:9]([C:14]2[CH:19]=[CH:18][C:17]([O:20][C:21]([F:24])([F:23])[F:22])=[CH:16][CH:15]=2)[N:8]=1)=O.[NH:26]([C:28]1[CH:35]=[CH:34][C:31]([C:32]#[N:33])=[CH:30][CH:29]=1)N. (4) Given the product [F:28][C:27]1[CH:26]=[CH:25][C:9]([NH:10][C:11]2[C:20]3[C:15](=[CH:16][C:17]([O:23][CH3:24])=[C:18]([O:21][CH3:22])[CH:19]=3)[N:14]=[CH:13][N:12]=2)=[CH:8][C:7]=1[NH:6][C:2]([O:4][CH3:5])=[O:3], predict the reactants needed to synthesize it. The reactants are: Cl[C:2]([O:4][CH3:5])=[O:3].[NH2:6][C:7]1[CH:8]=[C:9]([CH:25]=[CH:26][C:27]=1[F:28])[NH:10][C:11]1[C:20]2[C:15](=[CH:16][C:17]([O:23][CH3:24])=[C:18]([O:21][CH3:22])[CH:19]=2)[N:14]=[CH:13][N:12]=1.C(N(CC)CC)C. (5) Given the product [CH:13]1([N:18]2[CH2:23][CH2:22][CH:21]([O:24][C:25]3[CH:32]=[CH:31][C:28]([C:29]4[N:12]([CH3:11])[C:4](=[O:6])[C:3]5[CH:7]=[CH:8][CH:9]=[N:10][C:2]=5[N:1]=4)=[CH:27][CH:26]=3)[CH2:20][CH2:19]2)[CH2:17][CH2:16][CH2:15][CH2:14]1, predict the reactants needed to synthesize it. The reactants are: [NH2:1][C:2]1[N:10]=[CH:9][CH:8]=[CH:7][C:3]=1[C:4]([OH:6])=O.[CH3:11][NH2:12].[CH:13]1([N:18]2[CH2:23][CH2:22][CH:21]([O:24][C:25]3[CH:32]=[CH:31][C:28]([CH:29]=O)=[CH:27][CH:26]=3)[CH2:20][CH2:19]2)[CH2:17][CH2:16][CH2:15][CH2:14]1. (6) The reactants are: C[O:2][C:3](=[O:46])[C@@H:4]([NH:23][C:24]([C:26]1[CH:45]=[CH:44][C:29]2[N:30]([CH:38]3[CH2:43][CH2:42][CH2:41][CH2:40][CH2:39]3)[C:31]([C:33]3[CH:37]=[CH:36][O:35][CH:34]=3)=[N:32][C:28]=2[CH:27]=1)=[O:25])[CH2:5][C:6]1[C:14]2[C:9](=[CH:10][CH:11]=[C:12]([O:15][C:16]([C:19]([OH:21])=[O:20])([CH3:18])[CH3:17])[CH:13]=2)[N:8]([CH3:22])[CH:7]=1.[OH-].[Na+].C(O)(C(F)(F)F)=O. Given the product [C:19]([C:16]([CH3:18])([O:15][C:12]1[CH:13]=[C:14]2[C:9](=[CH:10][CH:11]=1)[N:8]([CH3:22])[CH:7]=[C:6]2[CH2:5][C@H:4]([NH:23][C:24]([C:26]1[CH:45]=[CH:44][C:29]2[N:30]([CH:38]3[CH2:43][CH2:42][CH2:41][CH2:40][CH2:39]3)[C:31]([C:33]3[CH:37]=[CH:36][O:35][CH:34]=3)=[N:32][C:28]=2[CH:27]=1)=[O:25])[C:3]([OH:46])=[O:2])[CH3:17])([OH:21])=[O:20], predict the reactants needed to synthesize it. (7) Given the product [CH2:3]([O:10][C:11]1[CH:18]=[CH:17][C:14](/[CH:15]=[CH:19]/[C:20]([CH:22]2[CH2:24][CH2:23]2)=[O:21])=[CH:13][CH:12]=1)[C:4]1[CH:9]=[CH:8][CH:7]=[CH:6][CH:5]=1, predict the reactants needed to synthesize it. The reactants are: [OH-].[Na+].[CH2:3]([O:10][C:11]1[CH:18]=[CH:17][C:14]([CH:15]=O)=[CH:13][CH:12]=1)[C:4]1[CH:9]=[CH:8][CH:7]=[CH:6][CH:5]=1.[CH3:19][C:20]([CH:22]1[CH2:24][CH2:23]1)=[O:21]. (8) The reactants are: [Br:1][C:2]1[C:11]2[N:10]=[CH:9][CH:8]=[CH:7][C:6]=2[C:5](=[O:12])[NH:4][CH:3]=1.[H-].[Na+].[CH2:15](Br)[C:16]1[CH:21]=[CH:20][CH:19]=[CH:18][CH:17]=1.[NH4+].[Cl-]. Given the product [CH2:15]([N:4]1[CH:3]=[C:2]([Br:1])[C:11]2[N:10]=[CH:9][CH:8]=[CH:7][C:6]=2[C:5]1=[O:12])[C:16]1[CH:21]=[CH:20][CH:19]=[CH:18][CH:17]=1, predict the reactants needed to synthesize it.